Dataset: Peptide-MHC class II binding affinity with 134,281 pairs from IEDB. Task: Regression. Given a peptide amino acid sequence and an MHC pseudo amino acid sequence, predict their binding affinity value. This is MHC class II binding data. The peptide sequence is RRCKNIPQPVRALLE. The MHC is DRB1_1602 with pseudo-sequence DRB1_1602. The binding affinity (normalized) is 0.284.